From a dataset of Forward reaction prediction with 1.9M reactions from USPTO patents (1976-2016). Predict the product of the given reaction. (1) The product is: [Cl:43][C:42]1[CH:7]=[CH:8][CH:3]=[CH:4][C:5]=1[C@:3]1([CH2:2][N:37]([CH2:38][CH2:39][CH3:40])[CH2:34][CH2:35][CH3:36])[CH:8]=[CH:7][C:6]([CH2:9][N:10]2[CH2:13][C:12](=[C:14]([C:19]3[CH:20]=[C:21]([F:26])[CH:22]=[C:23]([F:25])[CH:24]=3)[S:15]([CH3:18])(=[O:16])=[O:17])[CH2:11]2)=[CH:5][CH2:4]1. Given the reactants Cl[CH2:2][C:3]1[CH:8]=[CH:7][C:6]([C@H:9](C2C=CC(Cl)=CC=2)[N:10]2[CH2:13][C:12](=[C:14]([C:19]3[CH:24]=[C:23]([F:25])[CH:22]=[C:21]([F:26])[CH:20]=3)[S:15]([CH3:18])(=[O:17])=[O:16])[CH2:11]2)=[CH:5][CH:4]=1.[CH2:34]([NH:37][CH2:38][CH2:39][CH3:40])[CH2:35][CH3:36].Cl[CH2:42][Cl:43], predict the reaction product. (2) Given the reactants [H-].[H-].[H-].[H-].[Li+].[Al+3].[CH2:7]([O:14][C@@:15]1([C:42]([F:45])([F:44])[F:43])[CH2:39][C@H:19]2[CH2:20][CH2:21][CH2:22][C:23]3[C:24](=[CH:25][C:26]4[CH:27]=[N:28][N:29]([C:32]5[CH:37]=[CH:36][C:35]([F:38])=[CH:34][CH:33]=5)[C:30]=4[CH:31]=3)[C@:18]2([C:40]#[N:41])[CH2:17][CH2:16]1)[C:8]1[CH:13]=[CH:12][CH:11]=[CH:10][CH:9]=1, predict the reaction product. The product is: [CH2:7]([O:14][C@@:15]1([C:42]([F:44])([F:45])[F:43])[CH2:39][C@H:19]2[CH2:20][CH2:21][CH2:22][C:23]3[C:24](=[CH:25][C:26]4[CH:27]=[N:28][N:29]([C:32]5[CH:33]=[CH:34][C:35]([F:38])=[CH:36][CH:37]=5)[C:30]=4[CH:31]=3)[C@:18]2([CH2:40][NH2:41])[CH2:17][CH2:16]1)[C:8]1[CH:13]=[CH:12][CH:11]=[CH:10][CH:9]=1. (3) Given the reactants Br[C:2]1[CH:3]=[N:4][CH:5]=[C:6]([Br:8])[CH:7]=1.[CH3:9][N:10]1[CH2:15][CH2:14][NH:13][CH2:12][CH2:11]1.CC1(C)C2C(=C(P(C3C=CC=CC=3)C3C=CC=CC=3)C=CC=2)OC2C(P(C3C=CC=CC=3)C3C=CC=CC=3)=CC=CC1=2.CC([O-])(C)C.[Na+], predict the reaction product. The product is: [Br:8][C:6]1[CH:7]=[C:2]([N:13]2[CH2:14][CH2:15][N:10]([CH3:9])[CH2:11][CH2:12]2)[CH:3]=[N:4][CH:5]=1. (4) Given the reactants [N:1]([C:4]1[CH:12]=[CH:11][C:7]([C:8]([OH:10])=O)=[CH:6][CH:5]=1)=[N+:2]=[N-:3].[F:13][C:14]([F:18])([F:17])[CH2:15][NH2:16].C1C=CC2N(O)N=NC=2C=1.CCN=C=NCCCN(C)C, predict the reaction product. The product is: [N:1]([C:4]1[CH:5]=[CH:6][C:7]([C:8]([NH:16][CH2:15][C:14]([F:18])([F:17])[F:13])=[O:10])=[CH:11][CH:12]=1)=[N+:2]=[N-:3]. (5) Given the reactants [F:1][C:2]1([F:43])[CH2:6][C@H:5]([O:7][C:8]2[C:13]([F:14])=[CH:12][C:11]([S:15]([N:18](CC3C=CC(OC)=CC=3OC)[C:19]3[CH:24]=[CH:23][N:22]=[CH:21][N:20]=3)(=[O:17])=[O:16])=[C:10]([F:36])[CH:9]=2)[C@@H:4]([C:37]2[N:41]([CH3:42])[N:40]=[CH:39][CH:38]=2)[CH2:3]1.C([SiH](CC)CC)C.FC(F)(F)C(O)=O, predict the reaction product. The product is: [F:43][C:2]1([F:1])[CH2:6][C@H:5]([O:7][C:8]2[C:13]([F:14])=[CH:12][C:11]([S:15]([NH:18][C:19]3[CH:24]=[CH:23][N:22]=[CH:21][N:20]=3)(=[O:16])=[O:17])=[C:10]([F:36])[CH:9]=2)[C@@H:4]([C:37]2[N:41]([CH3:42])[N:40]=[CH:39][CH:38]=2)[CH2:3]1. (6) Given the reactants CC(OC(/N=N/C(OC(C)C)=O)=O)C.[Cl:15][C:16]1[C:17]2[C:24]([I:25])=[CH:23][NH:22][C:18]=2[N:19]=[CH:20][N:21]=1.[C:26]([N:33]1[CH2:36][CH:35](O)[CH2:34]1)([O:28][C:29]([CH3:32])([CH3:31])[CH3:30])=[O:27].C1(P(C2C=CC=CC=2)C2C=CC=CC=2)C=CC=CC=1, predict the reaction product. The product is: [Cl:15][C:16]1[C:17]2[C:24]([I:25])=[CH:23][N:22]([CH:35]3[CH2:34][N:33]([C:26]([O:28][C:29]([CH3:32])([CH3:31])[CH3:30])=[O:27])[CH2:36]3)[C:18]=2[N:19]=[CH:20][N:21]=1. (7) The product is: [N:1]([C:2]1[CH:7]=[CH:6][C:5]([N:8]2[CH2:12][CH:11]([CH2:13][OH:14])[O:10][C:9]2=[O:15])=[CH:4][C:3]=1[F:16])=[N+:21]=[N-:22]. Given the reactants [NH2:1][C:2]1[CH:7]=[CH:6][C:5]([N:8]2[CH2:12][CH:11]([CH2:13][OH:14])[O:10][C:9]2=[O:15])=[CH:4][C:3]=1[F:16].N([O-])=O.[Na+].[N-:21]=[N+:22]=[N-].[Na+].C([O-])(=O)C.[Na+], predict the reaction product. (8) The product is: [O:23]1[C:20]2[CH:21]=[CH:22][C:17]([C:2]3[CH:3]=[C:4]4[C:10]([C:11]5[CH:15]=[CH:14][O:13][CH:12]=5)=[CH:9][NH:8][C:5]4=[N:6][CH:7]=3)=[CH:18][C:19]=2[O:25][CH2:24]1. Given the reactants Br[C:2]1[CH:3]=[C:4]2[C:10]([C:11]3[CH:15]=[CH:14][O:13][CH:12]=3)=[CH:9][NH:8][C:5]2=[N:6][CH:7]=1.B(O)(O)[C:17]1[CH:22]=[CH:21][C:20]2[O:23][CH2:24][O:25][C:19]=2[CH:18]=1.[Li+].[Cl-].C([O-])([O-])=O.[Na+].[Na+], predict the reaction product. (9) Given the reactants [N:1]1([CH:10]([C:19]2[CH:24]=[CH:23][CH:22]=[CH:21][CH:20]=2)C(C2C=CC=CC=2)=O)[C:5]2[CH:6]=[CH:7][CH:8]=[CH:9][C:4]=2N=N1.[CH:25]([NH2:27])=O, predict the reaction product. The product is: [C:19]1([C:10]2[N:27]=[C:25]([C:4]3[CH:9]=[CH:8][CH:7]=[CH:6][CH:5]=3)[C:4]3[C:5](=[CH:6][CH:7]=[CH:8][CH:9]=3)[N:1]=2)[CH:20]=[CH:21][CH:22]=[CH:23][CH:24]=1.